From a dataset of Catalyst prediction with 721,799 reactions and 888 catalyst types from USPTO. Predict which catalyst facilitates the given reaction. (1) Reactant: [C:1]([O:5][C:6]([NH:8][CH2:9][C:10]1[S:11][CH:12]=[CH:13][N:14]=1)=[O:7])([CH3:4])([CH3:3])[CH3:2].C([O-])(=O)C.[Na+].[Br:20]Br.O.O.O.O.O.S([O-])([O-])=O.[Na+].[Na+]. Product: [Br:20][C:12]1[S:11][C:10]([CH2:9][NH:8][C:6]([O:5][C:1]([CH3:4])([CH3:2])[CH3:3])=[O:7])=[N:14][CH:13]=1. The catalyst class is: 13. (2) Reactant: [O:1]1[CH2:6][CH2:5][N:4]([CH2:7][C@H:8]2[CH2:13][CH2:12][C@H:11]([NH:14]C(=O)OCC3C=CC=CC=3)[CH2:10][CH2:9]2)[CH2:3][CH2:2]1.CCO. Product: [O:1]1[CH2:2][CH2:3][N:4]([CH2:7][C@H:8]2[CH2:13][CH2:12][C@H:11]([NH2:14])[CH2:10][CH2:9]2)[CH2:5][CH2:6]1. The catalyst class is: 354. (3) Reactant: Cl.[CH3:2][C:3]1([CH3:24])[CH:12]=[CH:11][C:10]2[C:5](=[C:6]([CH2:13][N:14]3[CH2:18][CH2:17][C:16]4([CH2:23][CH2:22][NH:21][CH2:20][CH2:19]4)[CH2:15]3)[CH:7]=[CH:8][CH:9]=2)[O:4]1.[C:25](O)(=[O:32])[C:26]1[CH:31]=[CH:30][N:29]=[CH:28][CH:27]=1.CCN=C=NCCCN(C)C.C1C=CC2N(O)N=NC=2C=1.CCN(CC)CC. Product: [CH3:2][C:3]1([CH3:24])[CH:12]=[CH:11][C:10]2[C:5](=[C:6]([CH2:13][N:14]3[CH2:18][CH2:17][C:16]4([CH2:23][CH2:22][N:21]([C:25](=[O:32])[C:26]5[CH:31]=[CH:30][N:29]=[CH:28][CH:27]=5)[CH2:20][CH2:19]4)[CH2:15]3)[CH:7]=[CH:8][CH:9]=2)[O:4]1. The catalyst class is: 2. (4) Reactant: [Br:1][CH2:2][CH2:3][CH2:4][CH2:5][O:6][C:7]1[CH:12]=[CH:11][C:10]([F:13])=[CH:9][CH:8]=1.[C:14]1([P:20]([C:27]2[CH:32]=[CH:31][CH:30]=[CH:29][CH:28]=2)[C:21]2[CH:26]=[CH:25][CH:24]=[CH:23][CH:22]=2)[CH:19]=[CH:18][CH:17]=[CH:16][CH:15]=1. Product: [Br-:1].[F:13][C:10]1[CH:11]=[CH:12][C:7]([O:6][CH2:5][CH2:4][CH2:3][CH2:2][P+:20]([C:21]2[CH:22]=[CH:23][CH:24]=[CH:25][CH:26]=2)([C:27]2[CH:32]=[CH:31][CH:30]=[CH:29][CH:28]=2)[C:14]2[CH:15]=[CH:16][CH:17]=[CH:18][CH:19]=2)=[CH:8][CH:9]=1. The catalyst class is: 11. (5) Reactant: Cl[CH2:2][CH2:3][C:4](=[O:8])[CH:5]([CH3:7])[CH3:6].[NH2:9][C:10]1[CH:15]=[CH:14][CH:13]=[CH:12][CH:11]=1.C([O-])(O)=O.[Na+]. Product: [CH3:6][CH:5]([CH3:7])[C:4](=[O:8])[CH2:3][CH2:2][NH:9][C:10]1[CH:15]=[CH:14][CH:13]=[CH:12][CH:11]=1. The catalyst class is: 23. (6) Reactant: Br[C:2]1[CH:7]=[CH:6][C:5]([C:8]2[N:9]([CH2:17][O:18][CH2:19][CH2:20][Si:21]([CH3:24])([CH3:23])[CH3:22])[CH:10]=[C:11]([C:13]([F:16])([F:15])[F:14])[N:12]=2)=[CH:4][N:3]=1.[CH2:25]([O:32][C:33]1[CH:38]=[CH:37][C:36](B(O)O)=[CH:35][CH:34]=1)[C:26]1[CH:31]=[CH:30][CH:29]=[CH:28][CH:27]=1.C(=O)([O-])[O-].[Na+].[Na+].CN(C)C=O. Product: [CH2:25]([O:32][C:33]1[CH:38]=[CH:37][C:36]([C:2]2[CH:7]=[CH:6][C:5]([C:8]3[N:9]([CH2:17][O:18][CH2:19][CH2:20][Si:21]([CH3:24])([CH3:23])[CH3:22])[CH:10]=[C:11]([C:13]([F:16])([F:15])[F:14])[N:12]=3)=[CH:4][N:3]=2)=[CH:35][CH:34]=1)[C:26]1[CH:31]=[CH:30][CH:29]=[CH:28][CH:27]=1. The catalyst class is: 84. (7) Reactant: [F:1][C:2]([F:13])([F:12])[CH2:3]OS(C(F)(F)F)(=O)=O.[CH2:14]([NH2:22])[CH2:15][C:16]1[CH:21]=[CH:20][CH:19]=[CH:18][CH:17]=1. Product: [CH2:14]([NH:22][CH2:3][C:2]([F:13])([F:12])[F:1])[CH2:15][C:16]1[CH:21]=[CH:20][CH:19]=[CH:18][CH:17]=1. The catalyst class is: 113. (8) Reactant: [Br:1][C:2]1[CH:7]=[CH:6][C:5]([OH:8])=[C:4]([Cl:9])[CH:3]=1.[CH3:10]N(C)C=O.C(=O)([O-])[O-].[Cs+].[Cs+].IC. Product: [Br:1][C:2]1[CH:7]=[CH:6][C:5]([O:8][CH3:10])=[C:4]([Cl:9])[CH:3]=1. The catalyst class is: 6. (9) Reactant: C(OC([NH:8][C@H:9]1[CH2:11][C@H:10]1[C:12]([O:14][C:15]([CH3:18])([CH3:17])[CH3:16])=[O:13])=O)(C)(C)C.O.[C:20]1([CH3:30])[CH:25]=[CH:24][C:23]([S:26]([OH:29])(=[O:28])=[O:27])=[CH:22][CH:21]=1. Product: [C:20]1([CH3:30])[CH:21]=[CH:22][C:23]([S:26]([OH:29])(=[O:27])=[O:28])=[CH:24][CH:25]=1.[NH2:8][C@H:9]1[CH2:11][CH2:21][CH2:20][C@H:10]1[C:12]([O:14][C:15]([CH3:16])([CH3:17])[CH3:18])=[O:13]. The catalyst class is: 27. (10) Reactant: Br[CH:2]([C:19]1[CH:20]=[C:21]([CH3:25])[CH:22]=[CH:23][CH:24]=1)[C:3]([C:5]1[CH:18]=[CH:17][C:8]2[N:9]([CH:14]([CH3:16])[CH3:15])[C:10](=[O:13])[N:11]([CH3:12])[C:7]=2[CH:6]=1)=O.Cl.[N:27]1[CH:32]=[CH:31][N:30]=[CH:29][C:28]=1[C:33]([NH2:35])=[NH:34].CN(C=O)C. Product: [CH:14]([N:9]1[C:8]2[CH:17]=[CH:18][C:5]([C:3]3[N:34]=[C:33]([C:28]4[CH:29]=[N:30][CH:31]=[CH:32][N:27]=4)[NH:35][C:2]=3[C:19]3[CH:20]=[C:21]([CH3:25])[CH:22]=[CH:23][CH:24]=3)=[CH:6][C:7]=2[N:11]([CH3:12])[C:10]1=[O:13])([CH3:16])[CH3:15]. The catalyst class is: 6.